This data is from Protein-peptide binding for MDM2, ACE2, and 12ca5 with 34 validated binders. The task is: Binary Classification. Given protein and peptide amino acid sequences, predict whether they interact or not. (1) The protein target is MDM2 with sequence MCNTNMSVPTDGAVTTSQIPASEQETLVRPKPLLLKLLKSVGAQKDTYTMKEVLFYLGQYIMTKRLYDEKQQHIVYCSNDLLGDLFGVPSFSVKEHRKIYTMIYRNLVVVNQQESSDSGTSVSENRCHLEGGSDQKDLVQELQEEKPSSSHLVSRPSTSSRRRAISETEENSDELSGERQRKRHKSDSISLSFDESLALCVIREICCERSSSSESTGTPSNPDLDAGVSEHSGDWLDQDSVSDQFSVEFEVESLDSEDYSLSEEGQELSDEDDEVYQVTVYQAGESDTDSFEEDPEISLADYWKCTSCNEMNPPLPSHCNRCWALRENWLPEDKGKDKGEISEKAKLENSTQAEEGFDVPDCKKTIVNDSRESCVEENDDKITQASQSQESEDYSQPSTSSSIIYSSQEDVKEFEREETQDKEESVESSLPLNAIEPCVICQGRPKNGCIVHGKTGHLMACFTCAKKLKKRNKPCPVCRQPIQMIVLTYFP. The peptide is ASFAAYWNALSAK. (2) The protein target is MDM2 with sequence MCNTNMSVPTDGAVTTSQIPASEQETLVRPKPLLLKLLKSVGAQKDTYTMKEVLFYLGQYIMTKRLYDEKQQHIVYCSNDLLGDLFGVPSFSVKEHRKIYTMIYRNLVVVNQQESSDSGTSVSENRCHLEGGSDQKDLVQELQEEKPSSSHLVSRPSTSSRRRAISETEENSDELSGERQRKRHKSDSISLSFDESLALCVIREICCERSSSSESTGTPSNPDLDAGVSEHSGDWLDQDSVSDQFSVEFEVESLDSEDYSLSEEGQELSDEDDEVYQVTVYQAGESDTDSFEEDPEISLADYWKCTSCNEMNPPLPSHCNRCWALRENWLPEDKGKDKGEISEKAKLENSTQAEEGFDVPDCKKTIVNDSRESCVEENDDKITQASQSQESEDYSQPSTSSSIIYSSQEDVKEFEREETQDKEESVESSLPLNAIEPCVICQGRPKNGCIVHGKTGHLMACFTCAKKLKKRNKPCPVCRQPIQMIVLTYFP. The peptide is AAFAEYWNALSAK. (3) The protein target is MDM2 with sequence MCNTNMSVPTDGAVTTSQIPASEQETLVRPKPLLLKLLKSVGAQKDTYTMKEVLFYLGQYIMTKRLYDEKQQHIVYCSNDLLGDLFGVPSFSVKEHRKIYTMIYRNLVVVNQQESSDSGTSVSENRCHLEGGSDQKDLVQELQEEKPSSSHLVSRPSTSSRRRAISETEENSDELSGERQRKRHKSDSISLSFDESLALCVIREICCERSSSSESTGTPSNPDLDAGVSEHSGDWLDQDSVSDQFSVEFEVESLDSEDYSLSEEGQELSDEDDEVYQVTVYQAGESDTDSFEEDPEISLADYWKCTSCNEMNPPLPSHCNRCWALRENWLPEDKGKDKGEISEKAKLENSTQAEEGFDVPDCKKTIVNDSRESCVEENDDKITQASQSQESEDYSQPSTSSSIIYSSQEDVKEFEREETQDKEESVESSLPLNAIEPCVICQGRPKNGCIVHGKTGHLMACFTCAKKLKKRNKPCPVCRQPIQMIVLTYFP. The peptide is LTFEHYWAQVTSK. (4) The peptide is TAAAAAWAALAAK. The protein target is MDM2 with sequence MCNTNMSVPTDGAVTTSQIPASEQETLVRPKPLLLKLLKSVGAQKDTYTMKEVLFYLGQYIMTKRLYDEKQQHIVYCSNDLLGDLFGVPSFSVKEHRKIYTMIYRNLVVVNQQESSDSGTSVSENRCHLEGGSDQKDLVQELQEEKPSSSHLVSRPSTSSRRRAISETEENSDELSGERQRKRHKSDSISLSFDESLALCVIREICCERSSSSESTGTPSNPDLDAGVSEHSGDWLDQDSVSDQFSVEFEVESLDSEDYSLSEEGQELSDEDDEVYQVTVYQAGESDTDSFEEDPEISLADYWKCTSCNEMNPPLPSHCNRCWALRENWLPEDKGKDKGEISEKAKLENSTQAEEGFDVPDCKKTIVNDSRESCVEENDDKITQASQSQESEDYSQPSTSSSIIYSSQEDVKEFEREETQDKEESVESSLPLNAIEPCVICQGRPKNGCIVHGKTGHLMACFTCAKKLKKRNKPCPVCRQPIQMIVLTYFP. (5) The protein target is MDM2 with sequence MCNTNMSVPTDGAVTTSQIPASEQETLVRPKPLLLKLLKSVGAQKDTYTMKEVLFYLGQYIMTKRLYDEKQQHIVYCSNDLLGDLFGVPSFSVKEHRKIYTMIYRNLVVVNQQESSDSGTSVSENRCHLEGGSDQKDLVQELQEEKPSSSHLVSRPSTSSRRRAISETEENSDELSGERQRKRHKSDSISLSFDESLALCVIREICCERSSSSESTGTPSNPDLDAGVSEHSGDWLDQDSVSDQFSVEFEVESLDSEDYSLSEEGQELSDEDDEVYQVTVYQAGESDTDSFEEDPEISLADYWKCTSCNEMNPPLPSHCNRCWALRENWLPEDKGKDKGEISEKAKLENSTQAEEGFDVPDCKKTIVNDSRESCVEENDDKITQASQSQESEDYSQPSTSSSIIYSSQEDVKEFEREETQDKEESVESSLPLNAIEPCVICQGRPKNGCIVHGKTGHLMACFTCAKKLKKRNKPCPVCRQPIQMIVLTYFP. The peptide is TSFAEYWALLSAK. (6) The protein target is MDM2 with sequence MCNTNMSVPTDGAVTTSQIPASEQETLVRPKPLLLKLLKSVGAQKDTYTMKEVLFYLGQYIMTKRLYDEKQQHIVYCSNDLLGDLFGVPSFSVKEHRKIYTMIYRNLVVVNQQESSDSGTSVSENRCHLEGGSDQKDLVQELQEEKPSSSHLVSRPSTSSRRRAISETEENSDELSGERQRKRHKSDSISLSFDESLALCVIREICCERSSSSESTGTPSNPDLDAGVSEHSGDWLDQDSVSDQFSVEFEVESLDSEDYSLSEEGQELSDEDDEVYQVTVYQAGESDTDSFEEDPEISLADYWKCTSCNEMNPPLPSHCNRCWALRENWLPEDKGKDKGEISEKAKLENSTQAEEGFDVPDCKKTIVNDSRESCVEENDDKITQASQSQESEDYSQPSTSSSIIYSSQEDVKEFEREETQDKEESVESSLPLNAIEPCVICQGRPKNGCIVHGKTGHLMACFTCAKKLKKRNKPCPVCRQPIQMIVLTYFP. The peptide is TAFAAAWNALAAK. (7) The protein target is ACE2 with sequence MSSSSWLLLSLVAVTAAQSTIEEQAKTFLDKFNHEAEDLFYQSSLASWNYNTNITEENVQNMNNAGDKWSAFLKEQSTLAQMYPLQEIQNLTVKLQLQALQQNGSSVLSEDKSKRLNTILNTMSTIYSTGKVCNPDNPQECLLLEPGLNEIMANSLDYNERLWAWESWRSEVGKQLRPLYEEYVVLKNEMARANHYEDYGDYWRGDYEVNGVDGYDYSRGQLIEDVEHTFEEIKPLYEHLHAYVRAKLMNAYPSYISPIGCLPAHLLGDMWGRFWTNLYSLTVPFGQKPNIDVTDAMVDQAWDAQRIFKEAEKFFVSVGLPNMTQGFWENSMLTDPGNVQKAVCHPTAWDLGKGDFRILMCTKVTMDDFLTAHHEMGHIQYDMAYAAQPFLLRNGANEGFHEAVGEIMSLSAATPKHLKSIGLLSPDFQEDNETEINFLLKQALTIVGTLPFTYMLEKWRWMVFKGEIPKDQWMKKWWEMKREIVGVVEPVPHDETYCDP.... The peptide is LQFEKKMQQHHDK.